This data is from Full USPTO retrosynthesis dataset with 1.9M reactions from patents (1976-2016). The task is: Predict the reactants needed to synthesize the given product. (1) Given the product [Cl:1][C:2]1[N:3]=[CH:4][C:5]([C:10]([NH:49][CH2:48][C:45]2[S:44][C:43]([CH3:42])=[N:47][CH:46]=2)=[O:12])=[N:6][C:7]=1[CH2:8][CH3:9], predict the reactants needed to synthesize it. The reactants are: [Cl:1][C:2]1[N:3]=[CH:4][C:5]([C:10]([OH:12])=O)=[N:6][C:7]=1[CH2:8][CH3:9].C(N(CC)CC)C.C(N=C=NCCCN(C)C)C.ON1C2C=CC=CC=2N=N1.Cl.[CH3:42][C:43]1[S:44][C:45]([CH2:48][NH2:49])=[CH:46][N:47]=1. (2) The reactants are: [NH2:1][C:2]1[CH:10]=[CH:9][C:8]([F:11])=[CH:7][C:3]=1[C:4](O)=[O:5].C(O)(=O)C.[CH:16](N)=[NH:17]. Given the product [F:11][C:8]1[CH:7]=[C:3]2[C:2](=[CH:10][CH:9]=1)[NH:1][CH:16]=[N:17][C:4]2=[O:5], predict the reactants needed to synthesize it. (3) Given the product [CH2:25]([O:1][C:2]1[CH:10]=[CH:9][CH:8]=[C:7]2[C:3]=1[C:4]1([C:24]3[C:15](=[CH:16][C:17]4[O:22][CH2:21][CH2:20][O:19][C:18]=4[CH:23]=3)[O:14][CH2:13]1)[C:5](=[O:12])[N:6]2[CH3:11])[C:26]1[CH:31]=[CH:30][CH:29]=[CH:28][CH:27]=1, predict the reactants needed to synthesize it. The reactants are: [OH:1][C:2]1[CH:10]=[CH:9][CH:8]=[C:7]2[C:3]=1[C:4]1([C:24]3[C:15](=[CH:16][C:17]4[O:22][CH2:21][CH2:20][O:19][C:18]=4[CH:23]=3)[O:14][CH2:13]1)[C:5](=[O:12])[N:6]2[CH3:11].[CH2:25](Br)[C:26]1[CH:31]=[CH:30][CH:29]=[CH:28][CH:27]=1.C(=O)([O-])[O-].[Cs+].[Cs+]. (4) Given the product [F:1][C:2]1[CH:10]=[C:9]2[C:5]([C:6]([C:20]3[CH:21]=[CH:22][C:23]4[NH:31][C:30]([CH3:29])=[N:26][C:27]=4[CH:28]=3)=[CH:7][N:8]2[S:11]([C:14]2[CH:19]=[CH:18][CH:17]=[CH:16][CH:15]=2)(=[O:13])=[O:12])=[CH:4][CH:3]=1, predict the reactants needed to synthesize it. The reactants are: [F:1][C:2]1[CH:10]=[C:9]2[C:5]([C:6]([C:20]3[CH:28]=[C:27]4[C:23](C=N[NH:26]4)=[CH:22][CH:21]=3)=[CH:7][N:8]2[S:11]([C:14]2[CH:19]=[CH:18][CH:17]=[CH:16][CH:15]=2)(=[O:13])=[O:12])=[CH:4][CH:3]=1.[CH3:29][C:30]1N(C(OC(C)(C)C)=O)C2C=CC(B3OC(C)(C)C(C)(C)O3)=CC=2[N:31]=1.FC1C=C2C(C(I)=CN2S(C2C=CC=CC=2)(=O)=O)=CC=1. (5) Given the product [C:1]([O:5][C:6](=[O:29])[C@H:7]([CH2:18][CH:19]([CH2:27][NH:31][CH3:30])[C:20]([O:22][C:23]([CH3:26])([CH3:25])[CH3:24])=[O:21])[NH:8][C:9]([O:11][C:12]1[CH:17]=[CH:16][CH:15]=[CH:14][CH:13]=1)=[O:10])([CH3:4])([CH3:3])[CH3:2], predict the reactants needed to synthesize it. The reactants are: [C:1]([O:5][C:6](=[O:29])[C@H:7]([CH2:18][CH:19]([CH:27]=O)[C:20]([O:22][C:23]([CH3:26])([CH3:25])[CH3:24])=[O:21])[NH:8][C:9]([O:11][C:12]1[CH:17]=[CH:16][CH:15]=[CH:14][CH:13]=1)=[O:10])([CH3:4])([CH3:3])[CH3:2].[CH3:30][NH2:31].C1COCC1.